The task is: Predict the product of the given reaction.. This data is from Forward reaction prediction with 1.9M reactions from USPTO patents (1976-2016). The product is: [F:30][C:31]1[CH:32]=[C:33]([C:37]2[N:39]=[C:27]([CH:12]3[CH2:13][CH:14]([C:16]4[CH:17]=[CH:18][C:19]([O:22][C:23]([F:24])([F:26])[F:25])=[CH:20][CH:21]=4)[CH2:15][N:10]([C:8]([N:5]4[CH2:6][CH2:7][CH:2]([OH:1])[CH2:3][CH2:4]4)=[O:9])[CH2:11]3)[O:28][N:38]=2)[CH:34]=[CH:35][CH:36]=1. Given the reactants [OH:1][CH:2]1[CH2:7][CH2:6][N:5]([C:8]([N:10]2[CH2:15][CH:14]([C:16]3[CH:21]=[CH:20][C:19]([O:22][C:23]([F:26])([F:25])[F:24])=[CH:18][CH:17]=3)[CH2:13][CH:12]([C:27](O)=[O:28])[CH2:11]2)=[O:9])[CH2:4][CH2:3]1.[F:30][C:31]1[CH:32]=[C:33]([C:37](=[N:39]O)[NH2:38])[CH:34]=[CH:35][CH:36]=1, predict the reaction product.